Dataset: Reaction yield outcomes from USPTO patents with 853,638 reactions. Task: Predict the reaction yield, written as a fraction of the theoretical maximum amount of product (1.0 means a 100% yield; for example, 0.34 means a 34% yield). The reactants are [F:1][C:2]1[CH:3]=[C:4]([CH:7]=[CH:8][CH:9]=1)[CH2:5][OH:6].[N+:10]([C:13]1[CH:14]=[CH:15][C:16](O)=[N:17][CH:18]=1)([O-:12])=[O:11].C([O-])([O-])=O.[K+].[K+]. The catalyst is CC(N(C)C)=O.CO. The product is [F:1][C:2]1[CH:3]=[C:4]([CH:7]=[CH:8][CH:9]=1)[CH2:5][O:6][C:16]1[CH:15]=[CH:14][C:13]([N+:10]([O-:12])=[O:11])=[CH:18][N:17]=1. The yield is 0.480.